This data is from Forward reaction prediction with 1.9M reactions from USPTO patents (1976-2016). The task is: Predict the product of the given reaction. (1) Given the reactants O[CH2:2][CH2:3][N:4]1[CH2:9][CH2:8][NH:7][CH2:6][CH2:5]1.S(Cl)([Cl:12])=O, predict the reaction product. The product is: [ClH:12].[ClH:12].[Cl:12][CH2:2][CH2:3][N:4]1[CH2:9][CH2:8][NH:7][CH2:6][CH2:5]1. (2) Given the reactants C[O:2][C:3](=[O:19])[CH:4]([O:17][CH3:18])[CH2:5][C:6]1[CH:11]=[CH:10][CH:9]=[C:8]([O:12][CH2:13][CH2:14][CH2:15]Br)[CH:7]=1.[CH3:20][O:21][C:22]1[CH:27]=[CH:26][CH:25]=[CH:24][C:23]=1[OH:28].CO[C@@H](CC1C=CC(OCCCOC2C=CC=CC=2)=CC=1)C(O)=O, predict the reaction product. The product is: [CH3:18][O:17][CH:4]([CH2:5][C:6]1[CH:11]=[CH:10][CH:9]=[C:8]([O:12][CH2:13][CH2:14][CH2:15][O:28][C:23]2[CH:24]=[CH:25][CH:26]=[CH:27][C:22]=2[O:21][CH3:20])[CH:7]=1)[C:3]([OH:2])=[O:19]. (3) The product is: [OH:24][CH2:23][C:19]1[CH:18]=[C:17]([CH:22]=[CH:21][CH:20]=1)[CH2:16][N:6]1[C:5]([OH:25])=[N:4][C:3]2[C:7]1=[N:8][C:9]([O:11][CH2:12][CH2:13][O:14][CH3:15])=[N:10][C:2]=2[NH2:1]. Given the reactants [NH2:1][C:2]1[N:10]=[C:9]([O:11][CH2:12][CH2:13][O:14][CH3:15])[N:8]=[C:7]2[C:3]=1[N:4]=[C:5]([O:25]C)[N:6]2[CH2:16][C:17]1[CH:18]=[C:19]([CH2:23][OH:24])[CH:20]=[CH:21][CH:22]=1.O1CCOCC1.C(O)(C(F)(F)F)=O.N, predict the reaction product. (4) The product is: [CH2:25]=[C:24]([C:20]1[CH:19]=[C:18]([C:15]([NH:12][C:13](=[O:14])[O:9][C@@H:3]2[CH:4]3[CH2:7][CH2:8][N:1]([CH2:6][CH2:5]3)[CH2:2]2)([CH3:17])[CH3:16])[CH:23]=[CH:22][CH:21]=1)[CH3:26]. Given the reactants [N:1]12[CH2:8][CH2:7][CH:4]([CH2:5][CH2:6]1)[C@@H:3]([OH:9])[CH2:2]2.[H-].[Na+].[N:12]([C:15]([C:18]1[CH:23]=[CH:22][CH:21]=[C:20]([C:24]([CH3:26])=[CH2:25])[CH:19]=1)([CH3:17])[CH3:16])=[C:13]=[O:14], predict the reaction product. (5) The product is: [C:15]1([CH2:14][O:1][C:2]2[CH:13]=[CH:12][C:5]3[C:6](=[O:11])[NH:7][CH2:8][CH2:9][O:10][C:4]=3[CH:3]=2)[CH:20]=[CH:19][CH:18]=[CH:17][CH:16]=1. Given the reactants [OH:1][C:2]1[CH:13]=[CH:12][C:5]2[C:6](=[O:11])[NH:7][CH2:8][CH2:9][O:10][C:4]=2[CH:3]=1.[CH2:14](Br)[C:15]1[CH:20]=[CH:19][CH:18]=[CH:17][CH:16]=1.C(=O)([O-])[O-].[K+].[K+], predict the reaction product. (6) Given the reactants [NH2:1][C:2]1[N:7]=[C:6](OS(C(F)(F)F)(=O)=O)[C:5]([N+:16]([O-:18])=[O:17])=[C:4]([C:19]2[O:20][CH:21]=[CH:22][CH:23]=2)[N:3]=1.[CH3:24][NH2:25], predict the reaction product. The product is: [O:20]1[CH:21]=[CH:22][CH:23]=[C:19]1[C:4]1[N:3]=[C:2]([NH2:1])[N:7]=[C:6]([NH:25][CH3:24])[C:5]=1[N+:16]([O-:18])=[O:17]. (7) Given the reactants [Br:1][C:2]([OH:12])([CH3:11])[CH2:3][CH2:4][CH:5]1[NH:9][C:8](=[O:10])[CH2:7][CH2:6]1.[Si:13](Cl)([C:16]([CH3:19])([CH3:18])[CH3:17])([CH3:15])[CH3:14], predict the reaction product. The product is: [Br:1][C:2]([O:12][Si:13]([C:16]([CH3:19])([CH3:18])[CH3:17])([CH3:15])[CH3:14])([CH3:11])[CH2:3][CH2:4][CH:5]1[NH:9][C:8](=[O:10])[CH2:7][CH2:6]1.